This data is from Catalyst prediction with 721,799 reactions and 888 catalyst types from USPTO. The task is: Predict which catalyst facilitates the given reaction. (1) Reactant: [Br:1][C:2]1[N:7]=[C:6]([NH2:8])[CH:5]=[CH:4][CH:3]=1.[H-].[Na+].CS(O[CH2:16][CH:17]1[CH2:22][O:21][C:20]([CH3:24])([CH3:23])[CH2:19][O:18]1)(=O)=O.NC1C=CC=CN=1. Product: [Br:1][C:2]1[N:7]=[C:6]([NH:8][CH2:16][CH:17]2[CH2:22][O:21][C:20]([CH3:24])([CH3:23])[CH2:19][O:18]2)[CH:5]=[CH:4][CH:3]=1. The catalyst class is: 31. (2) Product: [N:4]1[CH:5]=[CH:6][CH:7]=[CH:8][C:3]=1[NH:1][N:2]=[C:15]([C:17]1[CH:18]=[CH:19][C:20]([OH:24])=[CH:21][C:22]=1[OH:23])[CH3:14]. The catalyst class is: 5. Reactant: [NH:1]([C:3]1[CH:8]=[CH:7][CH:6]=[CH:5][N:4]=1)[NH2:2].S(=O)(=O)(O)O.[CH3:14][C:15]([C:17]1[CH:18]=[CH:19][C:20]([OH:24])=[CH:21][C:22]=1[OH:23])=O.